Dataset: Catalyst prediction with 721,799 reactions and 888 catalyst types from USPTO. Task: Predict which catalyst facilitates the given reaction. Reactant: C[O:2][C:3](=O)[C:4]([I:8])=[CH:5]OC.[NH:10]1[C:14]2[CH:15]=[CH:16][CH:17]=[CH:18][C:13]=2[N:12]=[C:11]1[NH2:19].C[O-].[Na+]. Product: [I:8][C:4]1[C:3](=[O:2])[N:19]=[C:11]2[NH:12][C:13]3[CH:18]=[CH:17][CH:16]=[CH:15][C:14]=3[N:10]2[CH:5]=1. The catalyst class is: 8.